This data is from Catalyst prediction with 721,799 reactions and 888 catalyst types from USPTO. The task is: Predict which catalyst facilitates the given reaction. (1) Reactant: C([Li])CCC.C(NC(C)C)(C)C.[Li+].CC([N-]C(C)C)C.[CH3:21][O:22][C:23]1[CH:39]=[CH:38][C:26]([CH2:27][N:28]2[CH:32]=[C:31]([C:33]([O:35][CH2:36][CH3:37])=[O:34])[CH:30]=[N:29]2)=[CH:25][CH:24]=1.[CH:40](=[O:47])[C:41]1[CH:46]=[CH:45][CH:44]=[CH:43][CH:42]=1. Product: [OH:47][CH:40]([C:41]1[CH:46]=[CH:45][CH:44]=[CH:43][CH:42]=1)[C:30]1[C:31]([C:33]([O:35][CH2:36][CH3:37])=[O:34])=[CH:32][N:28]([CH2:27][C:26]2[CH:25]=[CH:24][C:23]([O:22][CH3:21])=[CH:39][CH:38]=2)[N:29]=1. The catalyst class is: 49. (2) Reactant: [I:1][C:2]1[C:10]2[C:5](=[N:6][CH:7]=[N:8][C:9]=2[NH2:11])[NH:4][N:3]=1.CS(O[CH:17]1[CH2:20][N:19]([C:21]([O:23][C:24]([CH3:27])([CH3:26])[CH3:25])=[O:22])[CH2:18]1)(=O)=O.C(=O)([O-])[O-].[Cs+].[Cs+]. Product: [NH2:11][C:9]1[N:8]=[CH:7][N:6]=[C:5]2[N:4]([CH:17]3[CH2:18][N:19]([C:21]([O:23][C:24]([CH3:27])([CH3:26])[CH3:25])=[O:22])[CH2:20]3)[N:3]=[C:2]([I:1])[C:10]=12. The catalyst class is: 9. (3) Reactant: [Cl:1][C:2]1[CH:7]=[C:6]([Cl:8])[CH:5]=[CH:4][C:3]=1[C:9]1[CH:14]=[CH:13][C:12]([S:15]([NH:18][C:19]2[CH:20]=[C:21]([CH:27]=[CH:28][CH:29]=2)[C:22]([O:24]CC)=[O:23])(=[O:17])=[O:16])=[CH:11][CH:10]=1.[OH-].[Na+].Cl. Product: [Cl:1][C:2]1[CH:7]=[C:6]([Cl:8])[CH:5]=[CH:4][C:3]=1[C:9]1[CH:10]=[CH:11][C:12]([S:15]([NH:18][C:19]2[CH:20]=[C:21]([CH:27]=[CH:28][CH:29]=2)[C:22]([OH:24])=[O:23])(=[O:16])=[O:17])=[CH:13][CH:14]=1. The catalyst class is: 36. (4) Reactant: [CH:1]1([C:7]2[N:11]([CH2:12][C:13]3[CH:21]=[CH:20][C:16]([C:17]([OH:19])=O)=[CH:15][CH:14]=3)[N:10]=[C:9]([C:22]3[CH:27]=[CH:26][C:25]([O:28][C:29]([F:32])([F:31])[F:30])=[CH:24][CH:23]=3)[CH:8]=2)[CH2:6][CH2:5][CH2:4][CH2:3][CH2:2]1.Cl.CN(C)CCCN=C=NCC.O.ON1C2C=CC=CC=2N=N1.O.[NH2:57][C:58]1[NH:62][N:61]=[N:60][N:59]=1. Product: [CH:1]1([C:7]2[N:11]([CH2:12][C:13]3[CH:21]=[CH:20][C:16]([C:17]([NH:57][C:58]4[NH:62][N:61]=[N:60][N:59]=4)=[O:19])=[CH:15][CH:14]=3)[N:10]=[C:9]([C:22]3[CH:23]=[CH:24][C:25]([O:28][C:29]([F:31])([F:32])[F:30])=[CH:26][CH:27]=3)[CH:8]=2)[CH2:6][CH2:5][CH2:4][CH2:3][CH2:2]1. The catalyst class is: 18. (5) Reactant: Br[CH2:2][CH2:3][N:4]1[CH:12]=[C:11]2[C:6]([CH2:7][CH2:8][C:9]3[C:15]4[C:16]([O:20][CH2:21][CH2:22][C:23]5[CH:28]=[CH:27][C:26]([N+:29]([O-:31])=[O:30])=[CH:25][CH:24]=5)=[N:17][CH:18]=[N:19][C:14]=4[S:13][C:10]=32)=[N:5]1.C([O-])([O-])=O.[K+].[K+].[Na+].[I-].[CH3:40][N:41]1[CH2:46][CH2:45][NH:44][CH2:43][CH2:42]1. Product: [CH3:40][N:41]1[CH2:46][CH2:45][N:44]([CH2:2][CH2:3][N:4]2[CH:12]=[C:11]3[C:6]([CH2:7][CH2:8][C:9]4[C:15]5[C:16]([O:20][CH2:21][CH2:22][C:23]6[CH:28]=[CH:27][C:26]([N+:29]([O-:31])=[O:30])=[CH:25][CH:24]=6)=[N:17][CH:18]=[N:19][C:14]=5[S:13][C:10]=43)=[N:5]2)[CH2:43][CH2:42]1. The catalyst class is: 10. (6) Reactant: [F:1][C:2]1[CH:3]=[CH:4][C:5]([CH3:33])=[C:6]([CH:32]=1)[O:7][CH2:8][C:9]1[C:10]([C:23]2[CH:28]=[CH:27][C:26]([OH:29])=[CH:25][C:24]=2[O:30][CH3:31])=[CH:11][CH:12]=[C:13]2[C:18]=1[N:17]([CH3:19])[C:16](=[O:20])[C:15]([CH3:22])([CH3:21])[NH:14]2.C(N(CC)CC)C.[C:41](Cl)(=[O:45])[CH2:42][CH2:43][CH3:44]. Product: [C:41]([O:29][C:26]1[CH:27]=[CH:28][C:23]([C:10]2[C:9]([CH2:8][O:7][C:6]3[CH:32]=[C:2]([F:1])[CH:3]=[CH:4][C:5]=3[CH3:33])=[C:18]3[C:13]([NH:14][C:15]([CH3:22])([CH3:21])[C:16](=[O:20])[N:17]3[CH3:19])=[CH:12][CH:11]=2)=[C:24]([O:30][CH3:31])[CH:25]=1)(=[O:45])[CH2:42][CH2:43][CH3:44]. The catalyst class is: 7. (7) Reactant: [O:1]=[C:2]1[CH2:6][CH2:5][CH2:4][N:3]1[C:7]1[CH:12]=[C:11]([CH2:13][NH:14][C:15]2[CH:23]=[CH:22][CH:21]=[CH:20][C:16]=2[C:17]([OH:19])=O)[CH:10]=[CH:9][N:8]=1.[NH2:24][C:25]1[CH:26]=[C:27]([C:31]([F:34])([F:33])[F:32])[CH:28]=[CH:29][CH:30]=1.CN1CCOCC1. Product: [O:1]=[C:2]1[CH2:6][CH2:5][CH2:4][N:3]1[C:7]1[CH:12]=[C:11]([CH2:13][NH:14][C:15]2[CH:23]=[CH:22][CH:21]=[CH:20][C:16]=2[C:17]([NH:24][C:25]2[CH:30]=[CH:29][CH:28]=[C:27]([C:31]([F:32])([F:33])[F:34])[CH:26]=2)=[O:19])[CH:10]=[CH:9][N:8]=1. The catalyst class is: 42. (8) Reactant: [O:1]=[C:2]1[C:10]2([CH2:14][O:13][C:12]3[CH:15]=[C:16]4[C:20](=[CH:21][C:11]2=3)[CH2:19][CH2:18][O:17]4)[C:9]2[C:4](=[CH:5][CH:6]=[CH:7][CH:8]=2)[N:3]1[CH2:22][C:23]1[CH:24]=[C:25]([CH:33]=[CH:34][CH:35]=1)[O:26][CH2:27][C:28]([O:30]CC)=[O:29].O.[OH-].[Li+]. Product: [O:1]=[C:2]1[C:10]2([CH2:14][O:13][C:12]3[CH:15]=[C:16]4[C:20](=[CH:21][C:11]2=3)[CH2:19][CH2:18][O:17]4)[C:9]2[C:4](=[CH:5][CH:6]=[CH:7][CH:8]=2)[N:3]1[CH2:22][C:23]1[CH:24]=[C:25]([CH:33]=[CH:34][CH:35]=1)[O:26][CH2:27][C:28]([OH:30])=[O:29]. The catalyst class is: 30. (9) Reactant: [CH3:1][C:2]1[CH:3]=[CH:4][N:5]2[C:10]=1[C:9](=[O:11])[N:8]([C:12]1[CH:17]=[CH:16][CH:15]=[CH:14][CH:13]=1)[C:7]([C@@H:18]([NH:20][C:21]1[C:22]3[C:29]([C:30]([OH:32])=O)=[CH:28][NH:27][C:23]=3[N:24]=[CH:25][N:26]=1)[CH3:19])=[N:6]2.[NH:33]1[CH:37]=[C:36]([CH2:38]N)[CH:35]=[N:34]1.[CH:40]([N:43](C(C)C)CC)(C)C.C(P1(=O)OP(CCC)(=O)OP(CCC)(=O)O1)CC. Product: [NH:34]1[CH:35]=[C:36]([CH2:38][CH2:40][NH:43][C:30]([C:29]2[C:22]3[C:21]([NH:20][C@H:18]([C:7]4[N:8]([C:12]5[CH:13]=[CH:14][CH:15]=[CH:16][CH:17]=5)[C:9](=[O:11])[C:10]5=[C:2]([CH3:1])[CH:3]=[CH:4][N:5]5[N:6]=4)[CH3:19])=[N:26][CH:25]=[N:24][C:23]=3[NH:27][CH:28]=2)=[O:32])[CH:37]=[N:33]1. The catalyst class is: 3.